Dataset: Full USPTO retrosynthesis dataset with 1.9M reactions from patents (1976-2016). Task: Predict the reactants needed to synthesize the given product. (1) Given the product [CH3:28][C:25]1([CH3:29])[CH2:26][O:27][B:22]([C:2]2[CH:7]=[CH:6][C:5]([CH2:8][CH2:9][C:10]3([NH:18][C:19](=[O:21])[CH3:20])[CH2:15][O:14][C:13]([CH3:17])([CH3:16])[O:12][CH2:11]3)=[CH:4][CH:3]=2)[O:23][CH2:24]1, predict the reactants needed to synthesize it. The reactants are: Br[C:2]1[CH:7]=[CH:6][C:5]([CH2:8][CH2:9][C:10]2([NH:18][C:19](=[O:21])[CH3:20])[CH2:15][O:14][C:13]([CH3:17])([CH3:16])[O:12][CH2:11]2)=[CH:4][CH:3]=1.[B:22]1([B:22]2[O:27][CH2:26][C:25]([CH3:29])([CH3:28])[CH2:24][O:23]2)[O:27][CH2:26][C:25]([CH3:29])([CH3:28])[CH2:24][O:23]1.C([O-])(=O)C.[K+].O. (2) Given the product [CH3:18][S:19]([C:22]1[CH:23]=[CH:24][C:25]([O:28][C:2]2[CH:3]=[CH:4][C:5]([N+:15]([O-:17])=[O:16])=[C:6]([O:7][CH:8]3[CH2:13][CH2:12][O:11][CH2:10][CH2:9]3)[CH:14]=2)=[CH:26][N:27]=1)(=[O:21])=[O:20], predict the reactants needed to synthesize it. The reactants are: F[C:2]1[CH:3]=[CH:4][C:5]([N+:15]([O-:17])=[O:16])=[C:6]([CH:14]=1)[O:7][CH:8]1[CH2:13][CH2:12][O:11][CH2:10][CH2:9]1.[CH3:18][S:19]([C:22]1[N:27]=[CH:26][C:25]([OH:28])=[CH:24][CH:23]=1)(=[O:21])=[O:20].C(=O)([O-])[O-].[K+].[K+].O. (3) Given the product [F:9][C:10]([F:20])([F:21])[O:11][C:12]1[CH:17]=[CH:16][C:15]([CH2:18][NH:19][C:6]([C:2]2[S:1][CH:5]=[CH:4][CH:3]=2)=[O:8])=[CH:14][CH:13]=1, predict the reactants needed to synthesize it. The reactants are: [S:1]1[CH:5]=[CH:4][CH:3]=[C:2]1[C:6]([OH:8])=O.[F:9][C:10]([F:21])([F:20])[O:11][C:12]1[CH:17]=[CH:16][C:15]([CH2:18][NH2:19])=[CH:14][CH:13]=1. (4) Given the product [Cl:34][C:31]1[CH:32]=[CH:33][C:28]([C:24]2([OH:27])[CH2:25][CH2:26][N:21]([CH2:20][CH2:19][CH:18]=[C:17]3[C:16]4[CH:37]=[CH:38][CH:39]=[N:40][C:15]=4[CH2:14][O:13][C:12]4[CH:41]=[CH:42][C:9]([O:8][C:5]([CH3:6])([CH3:7])[C:4]([OH:43])=[O:3])=[CH:10][C:11]3=4)[CH2:22][C:23]2([CH3:36])[CH3:35])=[CH:29][CH:30]=1, predict the reactants needed to synthesize it. The reactants are: C([O:3][C:4](=[O:43])[C:5]([O:8][C:9]1[CH:42]=[CH:41][C:12]2[O:13][CH2:14][C:15]3[N:40]=[CH:39][CH:38]=[CH:37][C:16]=3[C:17](=[CH:18][CH2:19][CH2:20][N:21]3[CH2:26][CH2:25][C:24]([C:28]4[CH:33]=[CH:32][C:31]([Cl:34])=[CH:30][CH:29]=4)([OH:27])[C:23]([CH3:36])([CH3:35])[CH2:22]3)[C:11]=2[CH:10]=1)([CH3:7])[CH3:6])C.[OH-].[Na+]. (5) Given the product [NH2:13][C:3]1[CH:4]=[C:5]2[C:10](=[CH:11][C:2]=1[CH3:1])[C:9](=[O:12])[NH:8][CH:7]=[CH:6]2, predict the reactants needed to synthesize it. The reactants are: [CH3:1][C:2]1[CH:11]=[C:10]2[C:5]([CH:6]=[CH:7][NH:8][C:9]2=[O:12])=[CH:4][C:3]=1[NH:13]C(=O)C.Cl. (6) Given the product [NH:1]1[C:5]2[CH2:6][NH:7][CH2:8][CH2:9][C:4]=2[CH:3]=[C:2]1[C:10]([O:12][CH2:13][CH3:14])=[O:11], predict the reactants needed to synthesize it. The reactants are: [NH:1]1[C:5]2=[CH:6][N:7]=[CH:8][CH:9]=[C:4]2[CH:3]=[C:2]1[C:10]([O:12][CH2:13][CH3:14])=[O:11]. (7) The reactants are: [C:1]([C:4]1[C:12]2[C:7](=[CH:8][CH:9]=[C:10]([C:13]3[CH:14]=[N:15][CH:16]=[N:17][CH:18]=3)[CH:11]=2)[N:6]([CH2:19][C:20]([O:22]C(C)(C)C)=[O:21])[N:5]=1)(=[O:3])[NH2:2]. Given the product [C:1]([C:4]1[C:12]2[C:7](=[CH:8][CH:9]=[C:10]([C:13]3[CH:14]=[N:15][CH:16]=[N:17][CH:18]=3)[CH:11]=2)[N:6]([CH2:19][C:20]([OH:22])=[O:21])[N:5]=1)(=[O:3])[NH2:2], predict the reactants needed to synthesize it. (8) Given the product [C:9]([C:13]1[CH:18]=[CH:17][C:16]([C:2]2[N:7]=[CH:6][C:5]([CH3:8])=[CH:4][N:3]=2)=[CH:15][CH:14]=1)([CH3:12])([CH3:11])[CH3:10], predict the reactants needed to synthesize it. The reactants are: Cl[C:2]1[N:7]=[CH:6][C:5]([CH3:8])=[CH:4][N:3]=1.[C:9]([C:13]1[CH:18]=[CH:17][C:16](B(O)O)=[CH:15][CH:14]=1)([CH3:12])([CH3:11])[CH3:10].C(=O)([O-])[O-].[Na+].[Na+].